From a dataset of Peptide-MHC class I binding affinity with 185,985 pairs from IEDB/IMGT. Regression. Given a peptide amino acid sequence and an MHC pseudo amino acid sequence, predict their binding affinity value. This is MHC class I binding data. (1) The peptide sequence is IILFILFFA. The MHC is HLA-A02:06 with pseudo-sequence HLA-A02:06. The binding affinity (normalized) is 0.371. (2) The peptide sequence is VVPRYGVRL. The MHC is HLA-A02:16 with pseudo-sequence HLA-A02:16. The binding affinity (normalized) is 0.327.